Dataset: Forward reaction prediction with 1.9M reactions from USPTO patents (1976-2016). Task: Predict the product of the given reaction. (1) Given the reactants [CH2:1]([O:8][C:9]1[CH:14]=[C:13]([N:15]([CH2:20][CH2:21][CH2:22][CH3:23])[CH2:16][CH2:17][CH2:18][CH3:19])[CH:12]=[CH:11][C:10]=1[CH:24]=[CH:25][C:26]1[S:30][C:29]([CH:31]=O)=[CH:28][CH:27]=1)[C:2]1[CH:7]=[CH:6][CH:5]=[CH:4][CH:3]=1.[C:33]([C:35]1[C:36](=[C:46]([C:49]#[N:50])[C:47]#[N:48])[O:37][C:38]([CH3:45])([C:41]([F:44])([F:43])[F:42])[C:39]=1[CH3:40])#[N:34], predict the reaction product. The product is: [CH2:1]([O:8][C:9]1[CH:14]=[C:13]([N:15]([CH2:20][CH2:21][CH2:22][CH3:23])[CH2:16][CH2:17][CH2:18][CH3:19])[CH:12]=[CH:11][C:10]=1[CH:24]=[CH:25][C:26]1[S:30][C:29]([CH:31]=[CH:40][C:39]2[C:38]([CH3:45])([C:41]([F:44])([F:42])[F:43])[O:37][C:36](=[C:46]([C:47]#[N:48])[C:49]#[N:50])[C:35]=2[C:33]#[N:34])=[CH:28][CH:27]=1)[C:2]1[CH:3]=[CH:4][CH:5]=[CH:6][CH:7]=1. (2) Given the reactants C(C1C=CC(C2CNC2)=CC=1)CC.O=[C:15]1[CH2:19][CH2:18][N:17](C(OC(C)(C)C)=O)[CH2:16]1.[CH2:27]([C:31]1[CH:36]=[CH:35][C:34](B(O)O)=[CH:33][CH:32]=1)[CH2:28][CH2:29][CH3:30], predict the reaction product. The product is: [CH2:27]([C:31]1[CH:36]=[CH:35][C:34]([CH:15]2[CH2:19][CH2:18][NH:17][CH2:16]2)=[CH:33][CH:32]=1)[CH2:28][CH2:29][CH3:30]. (3) Given the reactants Cl[C:2]1[C:11]([N:12]([CH3:16])[CH:13]([CH3:15])[CH3:14])=[N:10][C:9]2[C:4](=[CH:5][CH:6]=[C:7]([C:17]([O:19][CH3:20])=[O:18])[CH:8]=2)[N:3]=1.CC1(C)OB([C:27]2[CH:31]=[CH:30][N:29]([Si:32]([CH:39]([CH3:41])[CH3:40])([CH:36]([CH3:38])[CH3:37])[CH:33]([CH3:35])[CH3:34])[CH:28]=2)OC1(C)C.C(=O)([O-])[O-].[Na+].[Na+], predict the reaction product. The product is: [CH3:16][N:12]([CH:13]([CH3:15])[CH3:14])[C:11]1[C:2]([C:27]2[CH:31]=[CH:30][N:29]([Si:32]([CH:36]([CH3:38])[CH3:37])([CH:39]([CH3:41])[CH3:40])[CH:33]([CH3:34])[CH3:35])[CH:28]=2)=[N:3][C:4]2[C:9]([N:10]=1)=[CH:8][C:7]([C:17]([O:19][CH3:20])=[O:18])=[CH:6][CH:5]=2. (4) The product is: [F:17][C:18]1[CH:19]=[CH:20][C:21]([N:24]2[CH2:29][CH2:28][N:27]([CH2:2][C:3]3[CH:8]=[CH:7][C:6]([C@H:9]([NH:11][C:12](=[O:14])[CH3:13])[CH3:10])=[CH:5][CH:4]=3)[CH2:26][CH2:25]2)=[CH:22][CH:23]=1. Given the reactants Cl[CH2:2][C:3]1[CH:8]=[CH:7][C:6]([C@H:9]([NH:11][C:12](=[O:14])[CH3:13])[CH3:10])=[CH:5][CH:4]=1.Cl.Cl.[F:17][C:18]1[CH:23]=[CH:22][C:21]([N:24]2[CH2:29][CH2:28][NH:27][CH2:26][CH2:25]2)=[CH:20][CH:19]=1, predict the reaction product. (5) Given the reactants C(O[C:6]([N:8]1[CH2:13][CH2:12][N:11]([C:14](OC(C)(C)C)=O)[CH2:10][C@H:9]1[CH2:21][OH:22])=O)(C)(C)C.[H-].[H-].[H-].[H-].[Li+].[Al+3], predict the reaction product. The product is: [CH3:6][N:8]1[CH2:13][CH2:12][N:11]([CH3:14])[CH2:10][C@H:9]1[CH2:21][OH:22]. (6) Given the reactants [CH:1]1([C:6]2[NH:10][C:9]3[CH:11]=[CH:12][CH:13]=[CH:14][C:8]=3[N:7]=2)[CH2:5][CH2:4][CH2:3][CH2:2]1.Br[CH2:16][C:17]1[CH:36]=[CH:35][C:20]2/[C:21](=[C:31](/[CH3:34])\[C:32]#[N:33])/[C:22]3[CH:29]=[CH:28][C:27]([F:30])=[CH:26][C:23]=3[O:24][CH2:25][C:19]=2[CH:18]=1, predict the reaction product. The product is: [CH:1]1([C:6]2[N:7]([CH2:16][C:17]3[CH:36]=[CH:35][C:20]4/[C:21](=[C:31](/[CH3:34])\[C:32]#[N:33])/[C:22]5[CH:29]=[CH:28][C:27]([F:30])=[CH:26][C:23]=5[O:24][CH2:25][C:19]=4[CH:18]=3)[C:8]3[CH:14]=[CH:13][CH:12]=[CH:11][C:9]=3[N:10]=2)[CH2:2][CH2:3][CH2:4][CH2:5]1.